This data is from Forward reaction prediction with 1.9M reactions from USPTO patents (1976-2016). The task is: Predict the product of the given reaction. (1) Given the reactants C[O:2][C:3]1[CH:34]=[CH:33][CH:32]=[CH:31][C:4]=1[C:5]([NH:7][C:8]1[CH:13]=[CH:12][C:11]([N:14]2[C:20](=[O:21])[CH2:19][C:18](=[O:22])[NH:17][C:16]3[C:23]4[C:28]([CH:29]=[CH:30][C:15]2=3)=[CH:27][CH:26]=[CH:25][CH:24]=4)=[CH:10][CH:9]=1)=[O:6].B(Br)(Br)Br.N, predict the reaction product. The product is: [OH:2][C:3]1[CH:34]=[CH:33][CH:32]=[CH:31][C:4]=1[C:5]([NH:7][C:8]1[CH:9]=[CH:10][C:11]([N:14]2[C:20](=[O:21])[CH2:19][C:18](=[O:22])[NH:17][C:16]3[C:23]4[C:28]([CH:29]=[CH:30][C:15]2=3)=[CH:27][CH:26]=[CH:25][CH:24]=4)=[CH:12][CH:13]=1)=[O:6]. (2) Given the reactants Br[CH2:2][CH2:3][O:4][CH2:5][CH2:6][O:7][CH3:8].[N-:9]=[N+:10]=[N-:11].[Na+], predict the reaction product. The product is: [N:9]([CH2:2][CH2:3][O:4][CH2:5][CH2:6][O:7][CH3:8])=[N+:10]=[N-:11].